The task is: Regression/Classification. Given a drug SMILES string, predict its absorption, distribution, metabolism, or excretion properties. Task type varies by dataset: regression for continuous measurements (e.g., permeability, clearance, half-life) or binary classification for categorical outcomes (e.g., BBB penetration, CYP inhibition). Dataset: cyp2c19_veith.. This data is from CYP2C19 inhibition data for predicting drug metabolism from PubChem BioAssay. (1) The drug is COCC(=O)N1CCC[C@@]2(CCN(Cc3ccc(C#N)cc3)C2)C1. The result is 0 (non-inhibitor). (2) The drug is O=C1c2ccccc2[C@@H]([C@@H]2c3ccccc3C(=O)c3cc(Br)ccc32)c2ccc(Br)cc21. The result is 0 (non-inhibitor). (3) The molecule is COC(=O)[C@@H]1CC[C@H](C)[C@@H](c2ccc(C)cc2)N1C(=O)c1ccc(/C=N\O[C@@H](C)CN2CCCCc3nc(C)c(C)cc32)cc1. The result is 0 (non-inhibitor). (4) The compound is c1ccc2c(CSCc3cccc4ccccc34)cccc2c1. The result is 1 (inhibitor). (5) The molecule is CCC(C)(C)C(=O)O[C@@H]1C[C@@H](C)C=C2C=C[C@H](C)[C@H](CC[C@@H]3C[C@@H](O)CC(=O)O3)[C@H]21. The result is 0 (non-inhibitor). (6) The drug is Cc1ccccc1-c1nc(NC2CCNCC2)c2ccccc2n1. The result is 0 (non-inhibitor). (7) The drug is CN(C)S(=O)(=O)Nc1ccccn1. The result is 0 (non-inhibitor). (8) The drug is COCCNc1cc(-c2ccccc2C)ncn1. The result is 1 (inhibitor). (9) The drug is Cc1ccccc1-c1cncnc1NCc1cccs1. The result is 1 (inhibitor).